Dataset: Full USPTO retrosynthesis dataset with 1.9M reactions from patents (1976-2016). Task: Predict the reactants needed to synthesize the given product. (1) Given the product [NH2:5][C:6]1[CH:7]=[CH:8][C:9]([CH2:12][C:13]([O:15][CH3:16])=[O:14])=[CH:10][CH:11]=1, predict the reactants needed to synthesize it. The reactants are: S(Cl)(Cl)=O.[NH2:5][C:6]1[CH:11]=[CH:10][C:9]([CH2:12][C:13]([OH:15])=[O:14])=[CH:8][CH:7]=1.[CH3:16]O. (2) The reactants are: [CH3:1][O:2][C:3]1[CH:4]=[C:5]2[C:10](=[CH:11][C:12]=1[O:13][CH3:14])[N:9]=[C:8]([C:15]1[CH:20]=[C:19]([O:21][CH3:22])[C:18]([O:23][CH3:24])=[C:17]([O:25][CH3:26])[CH:16]=1)[N:7]=[C:6]2[C:27](O)=[O:28].Cl.[OH:31][C:32]1[CH:41]=[CH:40][CH:39]=[C:38]2[C:33]=1[CH2:34][CH2:35][NH:36][CH2:37]2. Given the product [CH3:1][O:2][C:3]1[CH:4]=[C:5]2[C:10](=[CH:11][C:12]=1[O:13][CH3:14])[N:9]=[C:8]([C:15]1[CH:16]=[C:17]([O:25][CH3:26])[C:18]([O:23][CH3:24])=[C:19]([O:21][CH3:22])[CH:20]=1)[N:7]=[C:6]2[C:27]([N:36]1[CH2:35][CH2:34][C:33]2[C:38](=[CH:39][CH:40]=[CH:41][C:32]=2[OH:31])[CH2:37]1)=[O:28], predict the reactants needed to synthesize it. (3) Given the product [Si:37]([O:1][CH2:2][CH2:3][CH2:4][C@@:5]1([C:22]2[CH:27]=[CH:26][CH:25]=[CH:24][CH:23]=2)[O:10][C:9](=[O:11])[N:8]([C@H:12]([C:14]2[CH:15]=[CH:16][C:17]([CH:20]=[CH2:21])=[CH:18][CH:19]=2)[CH3:13])[CH2:7][CH2:6]1)([C:34]([CH3:36])([CH3:35])[CH3:33])([CH3:39])[CH3:38], predict the reactants needed to synthesize it. The reactants are: [OH:1][CH2:2][CH2:3][CH2:4][C@@:5]1([C:22]2[CH:27]=[CH:26][CH:25]=[CH:24][CH:23]=2)[O:10][C:9](=[O:11])[N:8]([C@H:12]([C:14]2[CH:19]=[CH:18][C:17]([CH:20]=[CH2:21])=[CH:16][CH:15]=2)[CH3:13])[CH2:7][CH2:6]1.N1C=CN=C1.[CH3:33][C:34]([Si:37](Cl)([CH3:39])[CH3:38])([CH3:36])[CH3:35]. (4) Given the product [NH3:43].[CH3:1][O:2][C:3](=[O:11])[C:4]1[CH:9]=[CH:8][C:7]([O:10][CH2:17][CH2:16][CH2:15][CH2:14][CH2:13][Cl:12])=[CH:6][CH:5]=1, predict the reactants needed to synthesize it. The reactants are: [CH3:1][O:2][C:3](=[O:11])[C:4]1[CH:9]=[CH:8][C:7]([OH:10])=[CH:6][CH:5]=1.[Cl:12][CH2:13][CH2:14][CH2:15][CH2:16][CH2:17]O.C1(P(C2C=CC=CC=2)C2C=CC=CC=2)C=CC=CC=1.CCOC(/[N:43]=N/C(OCC)=O)=O. (5) Given the product [Br:1][C:2]1[CH:3]=[C:4]2[C:9](=[O:10])[O:8][C:6](=[O:7])[C:5]2=[CH:11][C:12]=1[I:18], predict the reactants needed to synthesize it. The reactants are: [Br:1][C:2]1[CH:3]=[C:4]2[C:9](=[O:10])[O:8][C:6](=[O:7])[C:5]2=[CH:11][CH:12]=1.S(=O)(=O)(O)O.[I:18]I.[OH-].[Na+].Cl. (6) Given the product [F:31][C:28]1[CH:27]=[N:26][C:25]([N:6]2[CH2:5][C@H:4]([CH2:7][CH2:8][CH3:9])[N:3]([CH2:10][C:11]([NH:13][C:14]3[CH:19]=[C:18]([C:20]([F:23])([F:22])[F:21])[CH:17]=[CH:16][N:15]=3)=[O:12])[C:2]2=[O:1])=[N:30][CH:29]=1, predict the reactants needed to synthesize it. The reactants are: [O:1]=[C:2]1[NH:6][CH2:5][C@H:4]([CH2:7][CH2:8][CH3:9])[N:3]1[CH2:10][C:11]([NH:13][C:14]1[CH:19]=[C:18]([C:20]([F:23])([F:22])[F:21])[CH:17]=[CH:16][N:15]=1)=[O:12].Cl[C:25]1[N:30]=[CH:29][C:28]([F:31])=[CH:27][N:26]=1.CC1(C)C2C(=C(P(C3C=CC=CC=3)C3C=CC=CC=3)C=CC=2)OC2C(P(C3C=CC=CC=3)C3C=CC=CC=3)=CC=CC1=2.CC(C)([O-])C.[Na+].C(=O)([O-])O.[Na+].